Dataset: Reaction yield outcomes from USPTO patents with 853,638 reactions. Task: Predict the reaction yield, written as a fraction of the theoretical maximum amount of product (1.0 means a 100% yield; for example, 0.34 means a 34% yield). (1) The yield is 0.840. The product is [CH3:1][O:2][C:3](=[O:21])[CH:4]([C:11]1[CH:16]=[CH:15][C:14]([S:23]([CH3:22])(=[O:25])=[O:24])=[C:13]([N+:18]([O-:20])=[O:19])[CH:12]=1)[CH2:5][CH:6]1[CH2:10][CH2:9][CH2:8][CH2:7]1. The catalyst is CS(C)=O. The reactants are [CH3:1][O:2][C:3](=[O:21])[CH:4]([C:11]1[CH:16]=[CH:15][C:14](Cl)=[C:13]([N+:18]([O-:20])=[O:19])[CH:12]=1)[CH2:5][CH:6]1[CH2:10][CH2:9][CH2:8][CH2:7]1.[CH3:22][S:23]([O-:25])=[O:24].[Na+].C(OCC)(=O)C.O. (2) The reactants are [CH3:1][C:2]1[CH:3]=[CH:4][CH:5]=[C:6]2[C:11]=1[C:10](=[O:12])[N:9]([C:13]1[CH:18]=[CH:17][CH:16]=[CH:15][C:14]=1[CH3:19])[C:8]([CH2:20][NH:21][CH3:22])=[CH:7]2.Cl[C:24]1[N:32]=[CH:31][N:30]=[C:29]2[C:25]=1[N:26]=[CH:27][N:28]2[CH:33]1[CH2:38][CH2:37][CH2:36][CH2:35][O:34]1. The catalyst is CCO. The product is [CH3:1][C:2]1[CH:3]=[CH:4][CH:5]=[C:6]2[C:11]=1[C:10](=[O:12])[N:9]([C:13]1[CH:18]=[CH:17][CH:16]=[CH:15][C:14]=1[CH3:19])[C:8]([CH2:20][N:21]([CH3:22])[C:24]1[N:32]=[CH:31][N:30]=[C:29]3[C:25]=1[N:26]=[CH:27][N:28]3[CH:33]1[CH2:38][CH2:37][CH2:36][CH2:35][O:34]1)=[CH:7]2. The yield is 0.510. (3) The reactants are O1CCCC1.[CH2:6]([C:10]1[CH:15]=[CH:14][C:13]([CH2:16][C:17](Cl)=[N:18][OH:19])=[CH:12][CH:11]=1)[CH2:7][CH2:8][CH3:9].[C:21]([C:23]1[C:24]([NH2:29])=[N:25][CH:26]=[CH:27][CH:28]=1)#[CH:22].C(N(CC)CC)C. The catalyst is O. The product is [CH2:6]([C:10]1[CH:15]=[CH:14][C:13]([CH2:16][C:17]2[CH:22]=[C:21]([C:23]3[C:24]([NH2:29])=[N:25][CH:26]=[CH:27][CH:28]=3)[O:19][N:18]=2)=[CH:12][CH:11]=1)[CH2:7][CH2:8][CH3:9]. The yield is 0.180. (4) The reactants are [Br:1][C:2]1[S:6][C:5]([CH2:7]Br)=[N:4][CH:3]=1.[SH:9][CH2:10][CH2:11][C:12]([O:14][CH3:15])=[O:13].CCN(C(C)C)C(C)C. The catalyst is CN(C=O)C.O. The product is [Br:1][C:2]1[S:6][C:5]([CH2:7][S:9][CH2:10][CH2:11][C:12]([O:14][CH3:15])=[O:13])=[N:4][CH:3]=1. The yield is 0.940. (5) The reactants are FC(F)(F)C(O)=O.[NH:8]1[CH2:13][CH:12]=[C:11]([C:14]2[C:15]3[N:16]([N:20]=[C:21]([NH:23][C:24]4[CH:32]=[CH:31][C:27]([C:28]([OH:30])=[O:29])=[CH:26][CH:25]=4)[N:22]=3)[CH:17]=[CH:18][CH:19]=2)[CH2:10][CH2:9]1.C(N(CC)C(C)C)(C)C.Cl[C:43]([O:45][CH2:46][CH3:47])=[O:44]. The catalyst is ClCCl. The product is [CH2:46]([O:45][C:43]([N:8]1[CH2:9][CH:10]=[C:11]([C:14]2[C:15]3[N:16]([N:20]=[C:21]([NH:23][C:24]4[CH:25]=[CH:26][C:27]([C:28]([OH:30])=[O:29])=[CH:31][CH:32]=4)[N:22]=3)[CH:17]=[CH:18][CH:19]=2)[CH2:12][CH2:13]1)=[O:44])[CH3:47]. The yield is 0.680. (6) The reactants are [CH3:1][CH2:2][O:3][CH2:4][C:5](Cl)=[O:6].[Cl:8][C:9]1[CH:18]=[CH:17][C:12]([C:13]([NH:15][NH2:16])=[O:14])=[CH:11][N:10]=1.CN1CCOCC1. The catalyst is ClCCl. The product is [CH2:2]([O:3][CH2:4][C:5]([NH:16][NH:15][C:13](=[O:14])[C:12]1[CH:17]=[CH:18][C:9]([Cl:8])=[N:10][CH:11]=1)=[O:6])[CH3:1]. The yield is 0.830. (7) The catalyst is CC(O)C. The yield is 0.560. The product is [CH3:41][C:34]1([CH3:42])[CH2:33][C@H:32]([NH:31][C:29]2[C:28]([F:43])=[CH:27][N:26]=[C:25]([NH:16][C:15]3[CH:17]=[CH:18][C:12]([O:11][CH2:10][CH2:9][OH:8])=[C:13]([C:19]([F:20])([F:21])[F:22])[CH:14]=3)[N:30]=2)[CH2:40][C@H:39]2[N:35]1[CH2:36][CH2:37][CH2:38]2. The reactants are [Si]([O:8][CH2:9][CH2:10][O:11][C:12]1[CH:18]=[CH:17][C:15]([NH2:16])=[CH:14][C:13]=1[C:19]([F:22])([F:21])[F:20])(C(C)(C)C)(C)C.Cl.Cl[C:25]1[N:30]=[C:29]([NH:31][C@@H:32]2[CH2:40][C@H:39]3[N:35]([CH2:36][CH2:37][CH2:38]3)[C:34]([CH3:42])([CH3:41])[CH2:33]2)[C:28]([F:43])=[CH:27][N:26]=1.CC1C=CC(S(O)(=O)=O)=CC=1.O. (8) The reactants are O=C1C2C(=CC=CC=2)C(=O)[N:3]1[C@@H:12]([CH2:25][C:26]1[CH:31]=[CH:30][CH:29]=[CH:28][CH:27]=1)[C:13]([NH:15][CH2:16][C:17](=[O:24])[C:18]1[CH:23]=[CH:22][CH:21]=[CH:20][CH:19]=1)=O.NN. The catalyst is CCO. The product is [C:26]1([CH2:25][C@@H:12]([C:13]2[O:24][C:17]([C:18]3[CH:23]=[CH:22][CH:21]=[CH:20][CH:19]=3)=[CH:16][N:15]=2)[NH2:3])[CH:31]=[CH:30][CH:29]=[CH:28][CH:27]=1. The yield is 0.900. (9) The reactants are [C:1]([O:5][C@@H:6]([C:11]1[C:40]([CH3:41])=[C:39]([Cl:42])[C:38]2=[N:43][C:35]3=[CH:36][N:37]2[C:12]=1[N:13]1[CH2:48][CH2:47][C:16]([CH3:49])([O:17][CH2:18][CH2:19][CH2:20][CH2:21][C@H:22]([CH3:46])[O:23][C:24]2[CH:25]=[CH:26][C:27]([F:45])=[CH:28][C:29]=2[C:30]2[CH:44]=[C:34]3[CH:33]=[CH:32][CH:31]=2)[CH2:15][CH2:14]1)[C:7]([O:9]C)=[O:8])([CH3:4])([CH3:3])[CH3:2].C(O[C@@H](C1C(C)=CC2=NC3=C(Cl)N2C=1N1CCC(C)(OCCCC[C@H](C)OC2C=CC(C)=CC=2C2C=C3C=CC=2)CC1)C(O)=O)(C)(C)C. No catalyst specified. The product is [C:1]([O:5][C@@H:6]([C:11]1[C:40]([CH3:41])=[C:39]([Cl:42])[C:38]2=[N:43][C:35]3=[CH:36][N:37]2[C:12]=1[N:13]1[CH2:14][CH2:15][C:16]([CH3:49])([O:17][CH2:18][CH2:19][CH2:20][CH2:21][C@H:22]([CH3:46])[O:23][C:24]2[CH:25]=[CH:26][C:27]([F:45])=[CH:28][C:29]=2[C:30]2[CH:44]=[C:34]3[CH:33]=[CH:32][CH:31]=2)[CH2:47][CH2:48]1)[C:7]([OH:9])=[O:8])([CH3:4])([CH3:2])[CH3:3]. The yield is 0.191.